Dataset: Reaction yield outcomes from USPTO patents with 853,638 reactions. Task: Predict the reaction yield, written as a fraction of the theoretical maximum amount of product (1.0 means a 100% yield; for example, 0.34 means a 34% yield). (1) The reactants are [CH3:1][CH:2]([CH3:32])[CH2:3][C@H:4]([NH:24]C(=O)OC(C)(C)C)[CH2:5][O:6][C:7]1[CH:8]=[CH:9][C:10]2[C:23]3[C:18](=[CH:19][N:20]=[CH:21][CH:22]=3)[C:14]3([CH2:17][O:16][CH2:15]3)[O:13][C:11]=2[CH:12]=1.[ClH:33].C(OCC)C. The catalyst is ClCCl. The product is [NH2:24][C@@H:4]([CH2:3][CH:2]([CH3:32])[CH3:1])[CH2:5][O:6][C:7]1[CH:8]=[CH:9][C:10]2[C:23]3[C:18](=[CH:19][N:20]=[CH:21][CH:22]=3)[C:14]([CH2:17][OH:16])([CH2:15][Cl:33])[O:13][C:11]=2[CH:12]=1. The yield is 0.240. (2) The reactants are [CH3:1][C:2]1[CH:3]=[CH:4][C:5]([N+:11]([O-])=O)=[C:6]([CH:10]=1)[C:7]([OH:9])=[O:8]. The catalyst is C(O)C.[Pd]. The product is [NH2:11][C:5]1[CH:4]=[CH:3][C:2]([CH3:1])=[CH:10][C:6]=1[C:7]([OH:9])=[O:8]. The yield is 0.960. (3) The reactants are [CH3:1][C:2]1[CH:7]=[CH:6][CH:5]=[CH:4][C:3]=1/[CH:8]=[CH:9]/[C:10]([O:12][CH2:13][CH3:14])=[O:11].C1C(=O)N([Br:22])C(=O)C1. The catalyst is C(OOC(=O)C1C=CC=CC=1)(=O)C1C=CC=CC=1.C(Cl)(Cl)(Cl)Cl. The product is [Br:22][CH2:1][C:2]1[CH:7]=[CH:6][CH:5]=[CH:4][C:3]=1/[CH:8]=[CH:9]/[C:10]([O:12][CH2:13][CH3:14])=[O:11]. The yield is 0.500. (4) The reactants are Cl[C:2]([O:4][CH2:5][Cl:6])=[O:3].[C:7]([O:11][C:12]([NH:14][C@H:15]([C:19]([O:21][CH2:22][CH:23]([CH2:25][O:26][C:27](=[O:40])[C@H:28]([CH:37]([CH3:39])[CH3:38])[NH:29][C:30]([O:32][C:33]([CH3:36])([CH3:35])[CH3:34])=[O:31])[OH:24])=[O:20])[CH:16]([CH3:18])[CH3:17])=[O:13])([CH3:10])([CH3:9])[CH3:8].N1C=CC=CC=1. The catalyst is C(Cl)Cl. The product is [Cl:6][CH2:5][O:4][C:2]([O:24][CH:23]([CH2:25][O:26][C:27](=[O:40])[C@H:28]([CH:37]([CH3:39])[CH3:38])[NH:29][C:30]([O:32][C:33]([CH3:36])([CH3:35])[CH3:34])=[O:31])[CH2:22][O:21][C:19](=[O:20])[C@H:15]([CH:16]([CH3:18])[CH3:17])[NH:14][C:12]([O:11][C:7]([CH3:8])([CH3:10])[CH3:9])=[O:13])=[O:3]. The yield is 0.930. (5) The reactants are [CH:1]1([CH2:7][C:8]2[S:12][C:11]([NH2:13])=[N:10][C:9]=2[C:14]2[CH:19]=[CH:18][C:17]([O:20][CH3:21])=[CH:16][CH:15]=2)[CH2:6][CH2:5][CH2:4][CH2:3][CH2:2]1.[CH3:22][O:23][C:24]1[CH:25]=[C:26]([CH:30]=[CH:31][C:32]=1[O:33][CH3:34])[C:27](Cl)=[O:28]. No catalyst specified. The product is [CH:1]1([CH2:7][C:8]2[S:12][C:11]([NH:13][C:27](=[O:28])[C:26]3[CH:30]=[CH:31][C:32]([O:33][CH3:34])=[C:24]([O:23][CH3:22])[CH:25]=3)=[N:10][C:9]=2[C:14]2[CH:15]=[CH:16][C:17]([O:20][CH3:21])=[CH:18][CH:19]=2)[CH2:2][CH2:3][CH2:4][CH2:5][CH2:6]1. The yield is 0.675. (6) The reactants are [C:1]([C:5]1[CH:9]=[C:8]([CH2:10][CH2:11][C:12]([O:14]CC)=[O:13])[N:7]([CH2:17][C:18]2[CH:23]=[CH:22][C:21]([C:24]([F:27])([F:26])[F:25])=[CH:20][C:19]=2[Cl:28])[N:6]=1)([CH3:4])([CH3:3])[CH3:2].[OH-].[Na+].O1CCCC1. The catalyst is C(O)C. The product is [C:1]([C:5]1[CH:9]=[C:8]([CH2:10][CH2:11][C:12]([OH:14])=[O:13])[N:7]([CH2:17][C:18]2[CH:23]=[CH:22][C:21]([C:24]([F:27])([F:26])[F:25])=[CH:20][C:19]=2[Cl:28])[N:6]=1)([CH3:4])([CH3:2])[CH3:3]. The yield is 0.880. (7) The reactants are F[C:2]1[CH:7]=[C:6]([C:8]2[C:16]([C:17]3[CH:22]=[CH:21][N:20]=[C:19]([NH:23][CH:24]([CH3:26])[CH3:25])[N:18]=3)=[C:11]3[CH:12]=[CH:13][CH:14]=[CH:15][N:10]3[N:9]=2)[CH:5]=[CH:4][N:3]=1.[CH:27]1([NH2:32])[CH2:31][CH2:30][CH2:29][CH2:28]1. No catalyst specified. The product is [CH:27]1([NH:32][C:2]2[CH:7]=[C:6]([C:8]3[C:16]([C:17]4[CH:22]=[CH:21][N:20]=[C:19]([NH:23][CH:24]([CH3:25])[CH3:26])[N:18]=4)=[C:11]4[CH:12]=[CH:13][CH:14]=[CH:15][N:10]4[N:9]=3)[CH:5]=[CH:4][N:3]=2)[CH2:31][CH2:30][CH2:29][CH2:28]1. The yield is 0.640. (8) The reactants are [Br:1][C:2]1[CH:3]=[C:4]2[C:9](=[CH:10][CH:11]=1)[N:8]=[C:7]([C:12]([OH:14])=O)[CH:6]=[CH:5]2.C(N(CC)CC)C.Cl.[CH3:23][NH:24][O:25][CH3:26].CN(C(ON1N=NC2C=CC=CC1=2)=[N+](C)C)C.F[P-](F)(F)(F)(F)F. The catalyst is CN(C=O)C. The product is [Br:1][C:2]1[CH:3]=[C:4]2[C:9](=[CH:10][CH:11]=1)[N:8]=[C:7]([C:12]([N:24]([O:25][CH3:26])[CH3:23])=[O:14])[CH:6]=[CH:5]2. The yield is 0.920.